This data is from Reaction yield outcomes from USPTO patents with 853,638 reactions. The task is: Predict the reaction yield, written as a fraction of the theoretical maximum amount of product (1.0 means a 100% yield; for example, 0.34 means a 34% yield). (1) The reactants are [NH2:1][C:2]1[C:3]2[C:10]([C:11]#[C:12][Si](C)(C)C)=[CH:9][N:8]([C@@H:17]3[O:22][C@H:21]([CH2:23][OH:24])[C@@H:19]([OH:20])[CH2:18]3)[C:4]=2[N:5]=[CH:6][N:7]=1.C([O-])([O-])=O.[K+].[K+]. The catalyst is CO. The product is [NH2:1][C:2]1[C:3]2[C:10]([C:11]#[CH:12])=[CH:9][N:8]([C@@H:17]3[O:22][C@H:21]([CH2:23][OH:24])[C@@H:19]([OH:20])[CH2:18]3)[C:4]=2[N:5]=[CH:6][N:7]=1. The yield is 0.730. (2) The reactants are [F:1][C:2]1[CH:10]=[CH:9][CH:8]=[C:7]2[C:3]=1[C:4]([CH2:11][NH:12][CH3:13])=[CH:5][NH:6]2.CNCC1C2C=CC=CC=2N2CCCC=12.[NH2:29][C:30]1[N:35]=[CH:34][C:33](/[CH:36]=[CH:37]/[C:38]([OH:40])=O)=[CH:32][CH:31]=1.Cl.O=C1NC2N=CC(/C=C/C(O)=O)=CC=2CC1. No catalyst specified. The product is [NH2:29][C:30]1[N:35]=[CH:34][C:33](/[CH:36]=[CH:37]/[C:38]([N:12]([CH2:11][C:4]2[C:3]3[C:7](=[CH:8][CH:9]=[CH:10][C:2]=3[F:1])[NH:6][CH:5]=2)[CH3:13])=[O:40])=[CH:32][CH:31]=1. The yield is 0.360. (3) The reactants are CO.C([O:10][C:11]1[C:12]([CH3:30])=[C:13]([CH3:29])[C:14]([NH:18][C:19](=[O:28])[C:20]2[CH:25]=[CH:24][C:23]([O:26][CH3:27])=[CH:22][CH:21]=2)=[N:15][C:16]=1[CH3:17])C1C=CC=CC=1. The catalyst is [Pd]. The product is [OH:10][C:11]1[C:12]([CH3:30])=[C:13]([CH3:29])[C:14]([NH:18][C:19](=[O:28])[C:20]2[CH:25]=[CH:24][C:23]([O:26][CH3:27])=[CH:22][CH:21]=2)=[N:15][C:16]=1[CH3:17]. The yield is 0.990.